From a dataset of Forward reaction prediction with 1.9M reactions from USPTO patents (1976-2016). Predict the product of the given reaction. (1) Given the reactants Br[C:2]1[C:10]2[C:5](=[CH:6][C:7]([C:11]([O:13][CH3:14])=[O:12])=[CH:8][CH:9]=2)[N:4]([C:15]2[CH:20]=[CH:19][C:18]([CH3:21])=[CH:17][CH:16]=2)[N:3]=1.[F:22][C:23]1[CH:28]=[CH:27][CH:26]=[C:25]([F:29])[C:24]=1B(O)O.C([O-])([O-])=O.[Cs+].[Cs+], predict the reaction product. The product is: [F:22][C:23]1[CH:28]=[CH:27][CH:26]=[C:25]([F:29])[C:24]=1[C:2]1[C:10]2[C:5](=[CH:6][C:7]([C:11]([O:13][CH3:14])=[O:12])=[CH:8][CH:9]=2)[N:4]([C:15]2[CH:20]=[CH:19][C:18]([CH3:21])=[CH:17][CH:16]=2)[N:3]=1. (2) The product is: [C:3]([O:7][C@@H:8]([C:15]1[C:16]([CH3:48])=[N:17][C:18]([CH3:47])=[C:19]([C:31]2[CH:32]=[CH:33][C:34]([O:37][CH2:38][CH2:39][C:40]3[CH:41]=[CH:42][C:43]([F:46])=[CH:44][CH:45]=3)=[CH:35][CH:36]=2)[C:20]=1[N:21]1[CH2:22][CH2:23][CH:24]([C:27]([F:30])([F:29])[F:28])[CH2:25][CH2:26]1)[C:9]([OH:11])=[O:10])([CH3:6])([CH3:5])[CH3:4]. Given the reactants [OH-].[Na+].[C:3]([O:7][C@@H:8]([C:15]1[C:16]([CH3:48])=[N:17][C:18]([CH3:47])=[C:19]([C:31]2[CH:36]=[CH:35][C:34]([O:37][CH2:38][CH2:39][C:40]3[CH:45]=[CH:44][C:43]([F:46])=[CH:42][CH:41]=3)=[CH:33][CH:32]=2)[C:20]=1[N:21]1[CH2:26][CH2:25][CH:24]([C:27]([F:30])([F:29])[F:28])[CH2:23][CH2:22]1)[C:9]([O:11]C(C)C)=[O:10])([CH3:6])([CH3:5])[CH3:4].Cl, predict the reaction product. (3) Given the reactants [F:1][C:2]1[C:24]([F:25])=[CH:23][C:5]2[N:6]([C:10]3[CH2:11][CH2:12][N:13](CC4C=CC=CC=4)[CH2:14][CH:15]=3)[C:7](=[O:9])[NH:8][C:4]=2[CH:3]=1.[H][H], predict the reaction product. The product is: [F:1][C:2]1[C:24]([F:25])=[CH:23][C:5]2[N:6]([CH:10]3[CH2:11][CH2:12][NH:13][CH2:14][CH2:15]3)[C:7](=[O:9])[NH:8][C:4]=2[CH:3]=1. (4) Given the reactants [Cl:1][C:2]1[N:10]=[CH:9][CH:8]=[CH:7][C:3]=1C(O)=[O:5].[C:11]([CH2:13][NH:14][C:15]([C@@H:17]1[CH2:22][CH2:21][CH2:20][CH2:19][C@H:18]1[CH2:23][S:24]([C:27]1[CH:32]=[CH:31][C:30]([S:33][CH2:34][CH2:35][NH2:36])=[CH:29][CH:28]=1)(=[O:26])=[O:25])=[O:16])#[N:12].C(N(C(C)C)CC)(C)C, predict the reaction product. The product is: [S:24]([OH:25])(=[O:26])(=[O:5])[CH3:27].[C:11]([CH2:13][NH:14][C:15]([C@@H:17]1[CH2:22][CH2:21][CH2:20][CH2:19][C@H:18]1[CH2:23][S:24]([C:27]1[CH:32]=[CH:31][C:30]([S:33][CH2:34][CH2:35][NH:36][C:3]2[C:2]([Cl:1])=[N:10][CH:9]=[CH:8][CH:7]=2)=[CH:29][CH:28]=1)(=[O:25])=[O:26])=[O:16])#[N:12]. (5) Given the reactants [CH3:1][O:2][C:3]1[N:12]=[CH:11][C:10]([C:13]2[CH:18]=[CH:17][CH:16]=[CH:15][CH:14]=2)=[CH:9][C:4]=1[C:5]([O:7][CH3:8])=[O:6].FC(F)(F)C(OO)=[O:22].NC(N)=O.FC(F)(F)C(OC(=O)C(F)(F)F)=O, predict the reaction product. The product is: [CH3:1][O:2][C:3]1[N+:12]([O-:22])=[CH:11][C:10]([C:13]2[CH:18]=[CH:17][CH:16]=[CH:15][CH:14]=2)=[CH:9][C:4]=1[C:5]([O:7][CH3:8])=[O:6]. (6) The product is: [C:11]1([CH:10]([C:17]2[CH:22]=[CH:21][CH:20]=[CH:19][CH:18]=2)[N:8]2[CH2:9][CH:6]([N:26]3[CH2:27][CH2:28][NH:29][C:24](=[O:23])[CH:25]3[CH2:30][C:31]([O:33][CH2:34][CH3:35])=[O:32])[CH2:7]2)[CH:16]=[CH:15][CH:14]=[CH:13][CH:12]=1. Given the reactants CS(O[CH:6]1[CH2:9][N:8]([CH:10]([C:17]2[CH:22]=[CH:21][CH:20]=[CH:19][CH:18]=2)[C:11]2[CH:16]=[CH:15][CH:14]=[CH:13][CH:12]=2)[CH2:7]1)(=O)=O.[O:23]=[C:24]1[NH:29][CH2:28][CH2:27][NH:26][CH:25]1[CH2:30][C:31]([O:33][CH2:34][CH3:35])=[O:32].C(N(CC)CC)C, predict the reaction product. (7) Given the reactants [C@H:1]1([NH:10][C:11]2[CH:20]=[CH:19][C:18]3[C:17]([NH2:21])=[CH:16][CH:15]=[CH:14][C:13]=3[N:12]=2)[C:9]2[C:4](=[CH:5][CH:6]=[CH:7][CH:8]=2)[CH2:3][CH2:2]1.[F:22][C:23]1[CH:28]=[CH:27][C:26]([NH:29][S:30](Cl)(=[O:32])=[O:31])=[CH:25][CH:24]=1, predict the reaction product. The product is: [C@H:1]1([NH:10][C:11]2[CH:20]=[CH:19][C:18]3[C:13](=[CH:14][CH:15]=[CH:16][C:17]=3[NH:21][S:30]([NH:29][C:26]3[CH:25]=[CH:24][C:23]([F:22])=[CH:28][CH:27]=3)(=[O:31])=[O:32])[N:12]=2)[C:9]2[C:4](=[CH:5][CH:6]=[CH:7][CH:8]=2)[CH2:3][CH2:2]1.